This data is from Reaction yield outcomes from USPTO patents with 853,638 reactions. The task is: Predict the reaction yield, written as a fraction of the theoretical maximum amount of product (1.0 means a 100% yield; for example, 0.34 means a 34% yield). The reactants are [Br:1][C:2]1[CH:7]=[CH:6][C:5]([C:8](=NN(C)C)[C:9](=[O:14])[C:10]([F:13])([F:12])[F:11])=[CH:4][CH:3]=1.S(=O)(=O)(O)[OH:20]. No catalyst specified. The product is [Br:1][C:2]1[CH:7]=[CH:6][C:5]([C:8](=[O:20])[C:9](=[O:14])[C:10]([F:13])([F:12])[F:11])=[CH:4][CH:3]=1. The yield is 0.920.